From a dataset of Full USPTO retrosynthesis dataset with 1.9M reactions from patents (1976-2016). Predict the reactants needed to synthesize the given product. (1) Given the product [OH:9][CH:3]1[CH2:4][CH2:5][CH2:6][C:7](=[O:8])[C:2]1([CH3:10])[CH3:1], predict the reactants needed to synthesize it. The reactants are: [CH3:1][C:2]1([CH3:10])[C:7](=[O:8])[CH2:6][CH2:5][CH2:4][C:3]1=[O:9].[BH4-].[Na+]. (2) Given the product [CH3:9][N:8]([CH3:10])[C:6]1[C:5]([CH2:11][CH3:12])=[CH:4][N:3]=[C:2]([NH:33][C@@H:37]2[CH2:38][CH2:42][C@H:41]([NH:24][C:22](=[O:23])[C:21]3[CH:25]=[CH:26][C:27]([F:30])=[C:28]([F:29])[CH:20]=3)[CH2:40][CH2:39]2)[N:7]=1, predict the reactants needed to synthesize it. The reactants are: Cl[C:2]1[N:7]=[C:6]([N:8]([CH3:10])[CH3:9])[C:5]([CH2:11][CH3:12])=[CH:4][N:3]=1.N[C@@H]1CC[C@H]([C:20]2[C:28]([F:29])=[C:27]([F:30])[CH:26]=[CH:25][C:21]=2[C:22]([NH2:24])=[O:23])CC1.CC[N:33]([CH:37]([CH3:39])[CH3:38])C(C)C.[CH3:40][CH:41](O)[CH3:42].